From a dataset of Full USPTO retrosynthesis dataset with 1.9M reactions from patents (1976-2016). Predict the reactants needed to synthesize the given product. Given the product [Cl:1][C:2]1[N:7]=[C:6]([C:8]2[C:9]([C:17]3[CH:22]=[CH:21][C:20]([F:23])=[CH:19][CH:18]=3)=[N:10][N:11]3[C:16]=2[CH2:15][CH2:14][CH2:13][N:12]3[CH3:26])[CH:5]=[CH:4][N:3]=1, predict the reactants needed to synthesize it. The reactants are: [Cl:1][C:2]1[N:7]=[C:6]([C:8]2[C:9]([C:17]3[CH:22]=[CH:21][C:20]([F:23])=[CH:19][CH:18]=3)=[N:10][N:11]3[C:16]=2[CH2:15][CH2:14][CH2:13][NH:12]3)[CH:5]=[CH:4][N:3]=1.IC.[C:26](=O)([O-])[O-].[K+].[K+].